From a dataset of Forward reaction prediction with 1.9M reactions from USPTO patents (1976-2016). Predict the product of the given reaction. Given the reactants C([O:3][C:4]([C:6]1[CH:7]=[N:8][N:9]([CH2:11][CH2:12][N:13]([CH3:15])[CH3:14])[CH:10]=1)=[O:5])C.COCCN(CC1N(C)C(C(O)=O)=CN=1)C, predict the reaction product. The product is: [CH3:14][N:13]([CH3:15])[CH2:12][CH2:11][N:9]1[CH:10]=[C:6]([C:4]([OH:5])=[O:3])[CH:7]=[N:8]1.